From a dataset of Forward reaction prediction with 1.9M reactions from USPTO patents (1976-2016). Predict the product of the given reaction. (1) The product is: [ClH:1].[Cl:12][C:9]1[CH:10]=[C:11]2[C:6](=[CH:7][CH:8]=1)[N:5]=[N:4][CH:3]=[C:2]2[NH:16][C:15]1[CH:17]=[C:18]([OH:22])[C:19]([CH3:21])=[CH:20][C:14]=1[F:13]. Given the reactants [Cl:1][C:2]1[C:11]2[C:6](=[CH:7][CH:8]=[C:9]([Cl:12])[CH:10]=2)[N:5]=[N:4][CH:3]=1.[F:13][C:14]1[CH:20]=[C:19]([CH3:21])[C:18]([OH:22])=[CH:17][C:15]=1[NH2:16], predict the reaction product. (2) The product is: [NH:8]1[C:12]2[CH:13]=[CH:14][CH:15]=[CH:16][C:11]=2[N:10]=[C:9]1[CH:5]([NH:6][C:7]([NH:25][C@H:26]1[CH2:31][CH2:30][C@H:29]([OH:32])[CH2:28][CH2:27]1)=[O:17])[CH2:4][C:3]1[C:2]([F:1])=[CH:21][C:20]([O:22][CH3:23])=[CH:19][C:18]=1[F:24]. Given the reactants [F:1][C:2]1[CH:21]=[C:20]([O:22][CH3:23])[CH:19]=[C:18]([F:24])[C:3]=1[CH2:4][CH:5]1[C:9]2=[N:10][C:11]3[CH:16]=[CH:15][CH:14]=[CH:13][C:12]=3[N:8]2[C:7](=[O:17])[NH:6]1.[NH2:25][C@H:26]1[CH2:31][CH2:30][C@H:29]([OH:32])[CH2:28][CH2:27]1.C(O)(C(F)(F)F)=O, predict the reaction product. (3) Given the reactants COP([CH2:7][C:8]([O:10][CH3:11])=[O:9])(OC)=O.[H-].[Na+].[CH:14]([C:16]1[CH:17]=[C:18]([CH:21]=[CH:22][CH:23]=1)[C:19]#[N:20])=O, predict the reaction product. The product is: [C:19]([C:18]1[CH:17]=[C:16](/[CH:14]=[CH:7]/[C:8]([O:10][CH3:11])=[O:9])[CH:23]=[CH:22][CH:21]=1)#[N:20]. (4) The product is: [C:34]([N:2]1[CH2:3][CH2:4][CH:5]([NH:8][C:9]([C:11]2[C:15]3[N:16]=[CH:17][N:18]=[C:19]([C:20]4[CH:25]=[C:24]([F:26])[C:23]([O:27][CH3:28])=[CH:22][C:21]=4[O:29][CH2:30][CH:31]4[CH2:33][CH2:32]4)[C:14]=3[NH:13][CH:12]=2)=[O:10])[CH2:6][CH2:7]1)(=[O:36])[CH3:35]. Given the reactants Cl.[NH:2]1[CH2:7][CH2:6][CH:5]([NH:8][C:9]([C:11]2[C:15]3[N:16]=[CH:17][N:18]=[C:19]([C:20]4[CH:25]=[C:24]([F:26])[C:23]([O:27][CH3:28])=[CH:22][C:21]=4[O:29][CH2:30][CH:31]4[CH2:33][CH2:32]4)[C:14]=3[NH:13][CH:12]=2)=[O:10])[CH2:4][CH2:3]1.[C:34](Cl)(=[O:36])[CH3:35], predict the reaction product. (5) Given the reactants [N:1]1[CH:6]=[CH:5][CH:4]=[N:3][C:2]=1[C:7]#[N:8].[C:9]1([S:15]([O-:18])(=[O:17])=[O:16])[CH:14]=[CH:13][CH:12]=[CH:11][CH:10]=1.[NH4+:19], predict the reaction product. The product is: [C:9]1([S:15]([OH:18])(=[O:17])=[O:16])[CH:14]=[CH:13][CH:12]=[CH:11][CH:10]=1.[N:1]1[CH:6]=[CH:5][CH:4]=[N:3][C:2]=1[C:7]([NH2:19])=[NH:8]. (6) Given the reactants [CH:1]([NH:4]C(C)C)(C)C.C([Li])CCC.[F:13][C:14]1[CH:19]=[C:18](I)[CH:17]=[CH:16][C:15]=1[CH2:21][C:22]([O:24][CH3:25])=[O:23].[CH3:56][O:55][C:52]1[CH:51]=[CH:50][C:49]([N:48]2[C:44]([C:42](O[C:42]([C:44]3[N:48]([C:49]4[CH:54]=[CH:53][C:52]([O:55][CH3:56])=[CH:51][CH:50]=4)[N:47]=[C:46]([C:57]([F:60])([F:59])[F:58])[CH:45]=3)=[O:43])=[O:43])=[CH:45][C:46]([C:57]([F:60])([F:59])[F:58])=[N:47]2)=[CH:54][CH:53]=1.Cl.[O:66]1[CH2:70][CH2:69][CH2:68][CH2:67]1, predict the reaction product. The product is: [F:13][C:14]1[CH:19]=[C:18]([N:4]2[CH:1]=[CH:70][CH:69]=[CH:68][C:67]2=[O:66])[CH:17]=[CH:16][C:15]=1[CH:21]([C:42]([C:44]1[N:48]([C:49]2[CH:50]=[CH:51][C:52]([O:55][CH3:56])=[CH:53][CH:54]=2)[N:47]=[C:46]([C:57]([F:58])([F:60])[F:59])[CH:45]=1)=[O:43])[C:22]([O:24][CH3:25])=[O:23].